From a dataset of NCI-60 drug combinations with 297,098 pairs across 59 cell lines. Regression. Given two drug SMILES strings and cell line genomic features, predict the synergy score measuring deviation from expected non-interaction effect. (1) Drug 1: CNC(=O)C1=NC=CC(=C1)OC2=CC=C(C=C2)NC(=O)NC3=CC(=C(C=C3)Cl)C(F)(F)F. Drug 2: CN(C(=O)NC(C=O)C(C(C(CO)O)O)O)N=O. Cell line: K-562. Synergy scores: CSS=-1.00, Synergy_ZIP=-2.96, Synergy_Bliss=-2.21, Synergy_Loewe=-6.31, Synergy_HSA=-2.96. (2) Drug 1: CC1=C2C(C(=O)C3(C(CC4C(C3C(C(C2(C)C)(CC1OC(=O)C(C(C5=CC=CC=C5)NC(=O)OC(C)(C)C)O)O)OC(=O)C6=CC=CC=C6)(CO4)OC(=O)C)OC)C)OC. Drug 2: CC(C1=C(C=CC(=C1Cl)F)Cl)OC2=C(N=CC(=C2)C3=CN(N=C3)C4CCNCC4)N. Cell line: MDA-MB-435. Synergy scores: CSS=66.4, Synergy_ZIP=4.41, Synergy_Bliss=3.53, Synergy_Loewe=-4.64, Synergy_HSA=3.84.